Predict the reaction yield, written as a fraction of the theoretical maximum amount of product (1.0 means a 100% yield; for example, 0.34 means a 34% yield). From a dataset of Reaction yield outcomes from USPTO patents with 853,638 reactions. (1) The reactants are [C:1]([C:3]1[CH:8]=[CH:7][CH:6]=[CH:5][C:4]=1[C:9]1[CH:14]=[CH:13][C:12]([CH2:15][C:16]2[C:17](=[O:41])[N:18]([C@H:28]3[CH2:33][CH2:32][C@H:31]([O:34][CH2:35][C:36]([O:38]CC)=[O:37])[CH2:30][CH2:29]3)[C:19]3[N:20]([N:25]=[CH:26][N:27]=3)[C:21]=2[CH2:22][CH2:23][CH3:24])=[CH:11][CH:10]=1)#[N:2].[OH-].[Na+].CO.Cl. The catalyst is O.O1CCCC1. The product is [C:1]([C:3]1[CH:8]=[CH:7][CH:6]=[CH:5][C:4]=1[C:9]1[CH:14]=[CH:13][C:12]([CH2:15][C:16]2[C:17](=[O:41])[N:18]([C@H:28]3[CH2:33][CH2:32][C@H:31]([O:34][CH2:35][C:36]([OH:38])=[O:37])[CH2:30][CH2:29]3)[C:19]3[N:20]([N:25]=[CH:26][N:27]=3)[C:21]=2[CH2:22][CH2:23][CH3:24])=[CH:11][CH:10]=1)#[N:2]. The yield is 0.900. (2) The reactants are [CH3:1][C:2]1([CH3:25])[C:6]([C:7]2[C:8]([O:18]C3CCCCO3)=[CH:9][C:10]([F:17])=[C:11]([CH:16]=2)[C:12]([O:14][CH3:15])=[O:13])=[CH:5][CH2:4][CH2:3]1.CC1C=CC(S([O-])(=O)=O)=CC=1.C1C=C[NH+]=CC=1. The catalyst is CO. The product is [CH3:1][C:2]1([CH3:25])[C:6]([C:7]2[C:8]([OH:18])=[CH:9][C:10]([F:17])=[C:11]([CH:16]=2)[C:12]([O:14][CH3:15])=[O:13])=[CH:5][CH2:4][CH2:3]1. The yield is 0.810. (3) The reactants are [Cl:1][C:2]1[CH:3]=[C:4]([NH:9][C:10]2[C:11]3[CH2:18][C:17](=[O:19])[N:16]([CH3:20])[C:12]=3[N:13]=[CH:14][N:15]=2)[CH:5]=[CH:6][C:7]=1[F:8].[CH3:21][C:22]1[CH:26]=[C:25]([CH3:27])[NH:24][C:23]=1[CH:28]=O. The catalyst is N1CCCCC1.C(O)C. The product is [Cl:1][C:2]1[CH:3]=[C:4]([NH:9][C:10]2[C:11]3[C:18](=[CH:28][C:23]4[NH:24][C:25]([CH3:27])=[CH:26][C:22]=4[CH3:21])[C:17](=[O:19])[N:16]([CH3:20])[C:12]=3[N:13]=[CH:14][N:15]=2)[CH:5]=[CH:6][C:7]=1[F:8]. The yield is 0.370. (4) The reactants are [CH2:1]([O:3][C:4](=[O:29])[CH2:5][C:6]1[N:7]=[C:8]([NH:11][C:12]([NH:14][C:15]2[CH:20]=[CH:19][C:18]([CH3:21])=[CH:17][C:16]=2[C:22]([CH:24]2[CH2:28][CH2:27][CH2:26][CH2:25]2)=[O:23])=[O:13])[S:9][CH:10]=1)[CH3:2].[Br:30]N1C(=O)CCC1=O. The catalyst is C(#N)C.C(Cl)Cl. The product is [CH2:1]([O:3][C:4](=[O:29])[CH:5]([Br:30])[C:6]1[N:7]=[C:8]([NH:11][C:12]([NH:14][C:15]2[CH:20]=[CH:19][C:18]([CH3:21])=[CH:17][C:16]=2[C:22]([CH:24]2[CH2:28][CH2:27][CH2:26][CH2:25]2)=[O:23])=[O:13])[S:9][CH:10]=1)[CH3:2]. The yield is 0.170. (5) The reactants are [Cl:1][C:2]1[C:3]2[C:10]([CH:11]=O)=[CH:9][NH:8][C:4]=2[N:5]=[CH:6][N:7]=1.Cl.[NH2:14][OH:15].[OH-].[Na+]. The catalyst is CCO.O. The product is [Cl:1][C:2]1[C:3]2[C:10]([CH:11]=[N:14][OH:15])=[CH:9][NH:8][C:4]=2[N:5]=[CH:6][N:7]=1. The yield is 0.700. (6) The reactants are [Cl:1][C:2]1[CH:3]=[C:4]([C:9](=O)[CH2:10][C:11](=O)[C:12]([F:15])([F:14])[F:13])[CH:5]=[CH:6][C:7]=1[Cl:8].[NH2:18][C:19]1[C:23]([C:24]2[CH:29]=[C:28]([CH3:30])[N:27]=[C:26]([CH3:31])[CH:25]=2)=[CH:22][NH:21][N:20]=1. No catalyst specified. The product is [Cl:1][C:2]1[CH:3]=[C:4]([C:9]2[CH:10]=[C:11]([C:12]([F:15])([F:14])[F:13])[N:20]3[N:21]=[CH:22][C:23]([C:24]4[CH:29]=[C:28]([CH3:30])[N:27]=[C:26]([CH3:31])[CH:25]=4)=[C:19]3[N:18]=2)[CH:5]=[CH:6][C:7]=1[Cl:8]. The yield is 0.480.